Dataset: Forward reaction prediction with 1.9M reactions from USPTO patents (1976-2016). Task: Predict the product of the given reaction. The product is: [Br:2][C:3]1[CH:4]=[CH:5][C:6]2[C:7]3[N:15]([CH2:16][CH2:17][CH2:18][CH2:19][NH2:20])[C:14]([CH2:28][O:29][CH2:30][CH3:31])=[N:13][C:8]=3[CH:9]=[N:10][C:11]=2[CH:12]=1. Given the reactants Cl.[Br:2][C:3]1[CH:4]=[CH:5][C:6]2[C:7]3[N:15]([CH2:16][CH2:17][CH2:18][CH2:19][NH:20]C(=O)OC(C)(C)C)[C:14]([CH2:28][O:29][CH2:30][CH3:31])=[N:13][C:8]=3[CH:9]=[N:10][C:11]=2[CH:12]=1, predict the reaction product.